From a dataset of Forward reaction prediction with 1.9M reactions from USPTO patents (1976-2016). Predict the product of the given reaction. (1) The product is: [BrH:9].[Br:9][C:5]1[CH:6]=[CH:7][C:2]([NH2:1])=[N:3][C:4]=1[CH3:8]. Given the reactants [NH2:1][C:2]1[CH:7]=[CH:6][CH:5]=[C:4]([CH3:8])[N:3]=1.[Br:9]Br, predict the reaction product. (2) Given the reactants [OH:1][C:2]1[CH:7]=[CH:6][C:5]([S:8][CH2:9][CH2:10][CH2:11][C:12]([OH:14])=O)=[CH:4][CH:3]=1.[CH3:15][NH:16][CH2:17][C:18]1[CH:23]=[CH:22][CH:21]=[CH:20][C:19]=1[N:24]1[CH2:29][CH2:28][O:27][CH2:26][CH2:25]1, predict the reaction product. The product is: [OH:1][C:2]1[CH:3]=[CH:4][C:5]([S:8][CH2:9][CH2:10][CH2:11][C:12]([N:16]([CH3:15])[CH2:17][C:18]2[CH:23]=[CH:22][CH:21]=[CH:20][C:19]=2[N:24]2[CH2:29][CH2:28][O:27][CH2:26][CH2:25]2)=[O:14])=[CH:6][CH:7]=1. (3) Given the reactants [C:1]([O:5][C:6](=[O:17])[NH:7][CH2:8][CH2:9][C:10]1[CH:15]=[CH:14][C:13](Br)=[CH:12][CH:11]=1)([CH3:4])([CH3:3])[CH3:2].[OH:18][C:19]1[CH:20]=[C:21](B(O)O)[CH:22]=[CH:23][CH:24]=1.C(=O)([O-])[O-].[Na+].[Na+].C1(P(C2CCCCC2)C2CCCCC2)CCCCC1, predict the reaction product. The product is: [C:1]([O:5][C:6](=[O:17])[NH:7][CH2:8][CH2:9][C:10]1[CH:15]=[CH:14][C:13]([C:23]2[CH:22]=[CH:21][CH:20]=[C:19]([OH:18])[CH:24]=2)=[CH:12][CH:11]=1)([CH3:4])([CH3:3])[CH3:2].